From a dataset of Retrosynthesis with 50K atom-mapped reactions and 10 reaction types from USPTO. Predict the reactants needed to synthesize the given product. Given the product CCCNC(=O)c1ccc(NC(=O)N2Cc3ccc(NC(C)=O)cc3C2)cc1, predict the reactants needed to synthesize it. The reactants are: CC(=O)Cl.CCCNC(=O)c1ccc(NC(=O)N2Cc3ccc(N)cc3C2)cc1.